From a dataset of Full USPTO retrosynthesis dataset with 1.9M reactions from patents (1976-2016). Predict the reactants needed to synthesize the given product. (1) The reactants are: [NH2-].[Na+].CS[C:5](=[S:14])[O:6][CH2:7][C:8]1[CH:13]=[CH:12][CH:11]=[CH:10][CH:9]=1.[CH3:15][O:16][C:17]1[CH:30]=[CH:29][C:20]([C:21]([C:23]2C=CC=CC=2)=[O:22])=[CH:19][CH:18]=1.Cl. Given the product [CH2:7]([O:6][C:5](=[S:14])[CH2:23][C:21]([C:20]1[CH:29]=[CH:30][C:17]([O:16][CH3:15])=[CH:18][CH:19]=1)=[O:22])[C:8]1[CH:9]=[CH:10][CH:11]=[CH:12][CH:13]=1, predict the reactants needed to synthesize it. (2) Given the product [F:1][C:2]1[CH:7]=[CH:6][C:5]([C:21]2[C:16]3[C:15](=[CH:20][CH:19]=[CH:18][CH:17]=3)[NH:14][C:13](=[O:12])[N:22]=2)=[CH:4][CH:3]=1, predict the reactants needed to synthesize it. The reactants are: [F:1][C:2]1[CH:7]=[CH:6][C:5]([Mg]Br)=[CH:4][CH:3]=1.C([O:12][C:13](=O)[NH:14][C:15]1[CH:20]=[CH:19][CH:18]=[CH:17][C:16]=1[C:21]#[N:22])C.[Cl-].[NH4+].O. (3) Given the product [Br:1][C:2]1[CH:3]=[C:4]2[C:9](=[C:10]([F:20])[C:11]=1[C:12]1[CH:17]=[CH:16][C:15]([F:18])=[CH:14][C:13]=1[F:19])[N:8]=[CH:7][N:6]=[C:5]2[Cl:24], predict the reactants needed to synthesize it. The reactants are: [Br:1][C:2]1[CH:3]=[C:4]2[C:9](=[C:10]([F:20])[C:11]=1[C:12]1[CH:17]=[CH:16][C:15]([F:18])=[CH:14][C:13]=1[F:19])[N:8]=[CH:7][N:6]=[C:5]2O.O=S(Cl)[Cl:24]. (4) Given the product [Cl:1][C:2]1[CH:10]=[C:9]([F:11])[C:8]([NH2:12])=[CH:7][C:3]=1[C:4]([OH:6])=[O:5], predict the reactants needed to synthesize it. The reactants are: [Cl:1][C:2]1[CH:10]=[C:9]([F:11])[C:8]([N+:12]([O-])=O)=[CH:7][C:3]=1[C:4]([OH:6])=[O:5]. (5) The reactants are: [CH3:1][O:2][C:3]1[CH:4]=[C:5]2[C:10](=[CH:11][C:12]=1[O:13][CH3:14])[N:9]=[CH:8][CH:7]=[C:6]2[O:15][C:16]1[C:21]([CH3:22])=[CH:20][C:19]([NH:23][C:24](=O)[CH2:25][CH2:26][O:27][C:28]2[CH:33]=[CH:32][CH:31]=[CH:30][C:29]=2[CH3:34])=[C:18]([CH3:36])[CH:17]=1.Cl.[OH-].[Na+]. Given the product [CH3:1][O:2][C:3]1[CH:4]=[C:5]2[C:10](=[CH:11][C:12]=1[O:13][CH3:14])[N:9]=[CH:8][CH:7]=[C:6]2[O:15][C:16]1[C:21]([CH3:22])=[CH:20][C:19]([NH:23][CH2:24][CH2:25][CH2:26][O:27][C:28]2[CH:33]=[CH:32][CH:31]=[CH:30][C:29]=2[CH3:34])=[C:18]([CH3:36])[CH:17]=1, predict the reactants needed to synthesize it. (6) Given the product [Cl:1][C:2]1[CH:3]=[C:4]([C:10]2[C:11]([CH3:33])=[N:12][N:13]([CH2:16][C:17]3[CH:18]=[CH:19][C:20]([C:23]4[S:24][CH:25]=[C:26]([C:28]([OH:30])=[O:29])[N:27]=4)=[CH:21][CH:22]=3)[C:14]=2[CH3:15])[CH:5]=[CH:6][C:7]=1[C:8]#[N:9], predict the reactants needed to synthesize it. The reactants are: [Cl:1][C:2]1[CH:3]=[C:4]([C:10]2[C:11]([CH3:33])=[N:12][N:13]([CH2:16][C:17]3[CH:22]=[CH:21][C:20]([C:23]4[S:24][CH:25]=[C:26]([C:28]([O:30]CC)=[O:29])[N:27]=4)=[CH:19][CH:18]=3)[C:14]=2[CH3:15])[CH:5]=[CH:6][C:7]=1[C:8]#[N:9].[OH-].[Na+].Cl.